This data is from hERG potassium channel inhibition data for cardiac toxicity prediction from Karim et al.. The task is: Regression/Classification. Given a drug SMILES string, predict its toxicity properties. Task type varies by dataset: regression for continuous values (e.g., LD50, hERG inhibition percentage) or binary classification for toxic/non-toxic outcomes (e.g., AMES mutagenicity, cardiotoxicity, hepatotoxicity). Dataset: herg_karim. (1) The drug is O=C(Nc1cc2cc[nH]c(=O)c2cc1Cl)C(NC1CC1)c1ccccc1. The result is 0 (non-blocker). (2) The molecule is CC1(C)Oc2ccc(NC(=O)c3ncc(Br)cn3)cc2C2(COC(N)=N2)C12COC2. The result is 0 (non-blocker). (3) The molecule is Cc1cc(C(O)(c2ccc3c(cnn3-c3ccc(F)cc3)c2)C(F)(F)F)ccc1F. The result is 0 (non-blocker). (4) The molecule is Fc1cccc(CN(C2CCOCC2)[C@H]2CCNC2)c1C(F)(F)F. The result is 1 (blocker). (5) The drug is Cc1cc(-c2ccc3c(c2)CCN(CCCSc2nnc(C4CCCC4)n2C)CC3)no1. The result is 1 (blocker).